This data is from Forward reaction prediction with 1.9M reactions from USPTO patents (1976-2016). The task is: Predict the product of the given reaction. (1) The product is: [Cl:33][C:34]1[CH:68]=[CH:67][C:37]([C:38]([NH:40][C:41]2[CH:46]=[CH:45][C:44]([C:47]3[CH:55]=[C:54]4[C:50]([CH2:51][N:52]([CH:57]5[CH2:62][CH2:61][CH2:60][CH:59]([C:63]([OH:65])=[O:64])[CH2:58]5)[C:53]4=[O:56])=[CH:49][CH:48]=3)=[CH:43][CH:42]=2)=[O:39])=[CH:36][CH:35]=1. Given the reactants C(NC1C=CC(C2C=C3C(CN([C@@H](C(C)C)C(O)=O)C3=O)=CC=2)=CC=1)(=O)C1C=CC=CC=1.[Cl:33][C:34]1[CH:68]=[CH:67][C:37]([C:38]([NH:40][C:41]2[CH:46]=[CH:45][C:44]([C:47]3[CH:55]=[C:54]4[C:50]([CH2:51][N:52]([CH:57]5[CH2:62][CH2:61][CH2:60][CH:59]([C:63]([O:65]C)=[O:64])[CH2:58]5)[C:53]4=[O:56])=[CH:49][CH:48]=3)=[CH:43][CH:42]=2)=[O:39])=[CH:36][CH:35]=1, predict the reaction product. (2) Given the reactants [N+:1]([C:4]1[CH:5]=[C:6]([CH:8]=[CH:9][CH:10]=1)[NH2:7])([O-:3])=[O:2].Cl[C:12]1[CH:13]=[N:14][CH:15]=[CH:16][CH:17]=1.C([O-])([O-])=O.[Cs+].[Cs+].CC1(C)C2C(=C(P(C3C=CC=CC=3)C3C=CC=CC=3)C=CC=2)OC2C(P(C3C=CC=CC=3)C3C=CC=CC=3)=CC=CC1=2, predict the reaction product. The product is: [N+:1]([C:4]1[CH:5]=[C:6]([NH:7][C:12]2[CH:13]=[N:14][CH:15]=[CH:16][CH:17]=2)[CH:8]=[CH:9][CH:10]=1)([O-:3])=[O:2]. (3) Given the reactants [CH3:1][O:2][C:3](=[O:24])[CH2:4][CH:5]1[CH2:10][CH2:9][CH:8]([C:11]2[CH:16]=[CH:15][C:14]([C:17]3[CH:22]=[CH:21][C:20]([NH2:23])=[CH:19][N:18]=3)=[CH:13][CH:12]=2)[CH2:7][CH2:6]1.Cl[C:26]1[O:27][C:28]2[CH:34]=[CH:33][CH:32]=[CH:31][C:29]=2[N:30]=1.Cl, predict the reaction product. The product is: [CH3:1][O:2][C:3](=[O:24])[CH2:4][CH:5]1[CH2:10][CH2:9][CH:8]([C:11]2[CH:16]=[CH:15][C:14]([C:17]3[CH:22]=[CH:21][C:20]([NH:23][C:26]4[O:27][C:28]5[CH:34]=[CH:33][CH:32]=[CH:31][C:29]=5[N:30]=4)=[CH:19][N:18]=3)=[CH:13][CH:12]=2)[CH2:7][CH2:6]1. (4) Given the reactants [C:1]([O:5][C:6](=[O:30])[C:7]1[CH:12]=[CH:11][C:10]([C:13](=[O:28])/[CH:14]=[C:15](\[C:20]2[CH:25]=[C:24]([Cl:26])[CH:23]=[C:22]([Cl:27])[CH:21]=2)/[C:16]([F:19])([F:18])[F:17])=[CH:9][C:8]=1[CH3:29])([CH3:4])([CH3:3])[CH3:2].[N+:31]([CH3:34])([O-:33])=[O:32].C(=O)([O-])[O-].[K+].[K+].O, predict the reaction product. The product is: [C:1]([O:5][C:6](=[O:30])[C:7]1[CH:12]=[CH:11][C:10]([C:13](=[O:28])[CH2:14][C@@:15]([C:20]2[CH:25]=[C:24]([Cl:26])[CH:23]=[C:22]([Cl:27])[CH:21]=2)([CH2:34][N+:31]([O-:33])=[O:32])[C:16]([F:17])([F:19])[F:18])=[CH:9][C:8]=1[CH3:29])([CH3:4])([CH3:3])[CH3:2]. (5) Given the reactants Cl.[N:2]12[CH2:9][CH2:8][CH:5]([CH2:6][CH2:7]1)[CH:4]([C:10]([OH:12])=O)[CH2:3]2.[Cl-].ClC1N(C)CC[NH+]1C.[Br:22][C:23]1[S:27][C:26]([C:28]([NH:30][NH2:31])=O)=[CH:25][CH:24]=1.C(N(CC)CC)C, predict the reaction product. The product is: [Br:22][C:23]1[S:27][C:26]([C:28]2[O:12][C:10]([CH:4]3[CH:5]4[CH2:6][CH2:7][N:2]([CH2:9][CH2:8]4)[CH2:3]3)=[N:31][N:30]=2)=[CH:25][CH:24]=1.